From a dataset of Reaction yield outcomes from USPTO patents with 853,638 reactions. Predict the reaction yield, written as a fraction of the theoretical maximum amount of product (1.0 means a 100% yield; for example, 0.34 means a 34% yield). (1) The yield is 0.920. The reactants are [CH2:1]([O:3][C:4]1[C:13]2[C:8](=[CH:9][CH:10]=[CH:11][CH:12]=2)[C:7]([O:14][CH2:15][CH3:16])=[C:6]([C:17]([O-:19])=[O:18])[C:5]=1[C:20]([O:22]CC)=[O:21])[CH3:2].[OH-].[Na+]. The product is [CH2:15]([O:14][C:7]1[C:8]2[C:13](=[CH:12][CH:11]=[CH:10][CH:9]=2)[C:4]([O:3][CH2:1][CH3:2])=[C:5]([C:20]([OH:22])=[O:21])[C:6]=1[C:17]([OH:19])=[O:18])[CH3:16]. The catalyst is C(O)C.O. (2) The reactants are [NH2:1][CH2:2][CH:3]1[O:7][C:6](=[O:8])[N:5]([C:9]2[CH:14]=[CH:13][C:12]([O:15][C:16]3[CH:21]=[CH:20][C:19]([CH2:22][CH3:23])=[CH:18][C:17]=3[OH:24])=[C:11]([F:25])[CH:10]=2)[CH2:4]1.[C:26](OC(=O)C)(=[O:28])[CH3:27]. The catalyst is ClCCl.O. The product is [CH2:22]([C:19]1[CH:20]=[CH:21][C:16]([O:15][C:12]2[CH:13]=[CH:14][C:9]([N:5]3[CH2:4][CH:3]([CH2:2][NH:1][C:26](=[O:28])[CH3:27])[O:7][C:6]3=[O:8])=[CH:10][C:11]=2[F:25])=[C:17]([OH:24])[CH:18]=1)[CH3:23]. The yield is 0.552. (3) The reactants are [C:1]([O:8][CH3:9])(=[O:7])/[CH:2]=[CH:3]/[C:4]([OH:6])=[O:5].Cl[CH2:11][C:12]([N:14]1[CH2:18][CH2:17][CH2:16][C@H:15]1[C:19]([O:21][C:22]([CH3:25])([CH3:24])[CH3:23])=[O:20])=[O:13]. The catalyst is CN1C(=O)CCC1. The product is [C:4]([O:6][CH2:11][C:12]([N:14]1[CH2:18][CH2:17][CH2:16][C@H:15]1[C:19]([O:21][C:22]([CH3:25])([CH3:24])[CH3:23])=[O:20])=[O:13])(=[O:5])/[CH:3]=[CH:2]/[C:1]([O:8][CH3:9])=[O:7]. The yield is 0.340. (4) The reactants are [CH3:1][S:2][C:3]1[CH:8]=[C:7]([C:9]2[S:10][C:11]3[CH:19]=[CH:18][CH:17]=[CH:16][C:12]=3[C:13](=[O:15])[N:14]=2)[CH:6]=[CH:5][N:4]=1.ClC1C=CC=C(C(OO)=[O:28])C=1. The catalyst is C(Cl)(Cl)Cl. The product is [CH3:1][S:2]([C:3]1[CH:8]=[C:7]([C:9]2[S:10][C:11]3[CH:19]=[CH:18][CH:17]=[CH:16][C:12]=3[C:13](=[O:15])[N:14]=2)[CH:6]=[CH:5][N:4]=1)=[O:28]. The yield is 0.320. (5) The reactants are C([N:8]1[C:17]2[C:16]3[CH:18]=[CH:19][CH:20]=[CH:21][C:15]=3[N:14]([C:22]([C:24]3[CH:36]=[CH:35][C:27]([CH2:28][NH:29][C:30]([CH:32]4[CH2:34][CH2:33]4)=[O:31])=[C:26]([CH3:37])[CH:25]=3)=[O:23])[CH2:13][CH2:12][C:11]=2[N:10]=[C:9]1[CH3:38])C1C=CC=CC=1.C1C=C2C(N/N=C3/C4C=CC(S([O-])(=O)=O)=CC=4C=C(S([O-])(=O)=O)C/3=O)=CC=C(S([O-])(=O)=O)C2=CC=1.[Na+].[Na+].[Na+].N1CCCC(=O)C2C=CC=CC1=2.C1CCCCC=1. The catalyst is C(O)C.[Pd]. The product is [CH3:37][C:26]1[CH:25]=[C:24]([C:22]([N:14]2[CH2:13][CH2:12][C:11]3[N:10]=[C:9]([CH3:38])[NH:8][C:17]=3[C:16]3[CH:18]=[CH:19][CH:20]=[CH:21][C:15]2=3)=[O:23])[CH:36]=[CH:35][C:27]=1[CH2:28][NH:29][C:30]([CH:32]1[CH2:33][CH2:34]1)=[O:31]. The yield is 0.530.